Dataset: Peptide-MHC class I binding affinity with 185,985 pairs from IEDB/IMGT. Task: Regression. Given a peptide amino acid sequence and an MHC pseudo amino acid sequence, predict their binding affinity value. This is MHC class I binding data. The peptide sequence is FYLCFLAFL. The MHC is HLA-A24:02 with pseudo-sequence HLA-A24:02. The binding affinity (normalized) is 0.865.